From a dataset of Catalyst prediction with 721,799 reactions and 888 catalyst types from USPTO. Predict which catalyst facilitates the given reaction. (1) Reactant: [CH3:1][O:2][C:3](=[O:14])[CH2:4][C:5]1[CH:10]=[C:9](Br)[C:8]([CH3:12])=[CH:7][C:6]=1[CH3:13].[CH:15]1(B(O)O)[CH2:17][CH2:16]1. Product: [CH3:1][O:2][C:3](=[O:14])[CH2:4][C:5]1[CH:10]=[C:9]([CH:15]2[CH2:17][CH2:16]2)[C:8]([CH3:12])=[CH:7][C:6]=1[CH3:13]. The catalyst class is: 109. (2) Reactant: [F:1][C:2]1[CH:7]=[C:6]([C:8]2[CH:13]=[C:12]([N+:14]([O-])=O)[CH:11]=[CH:10][C:9]=2[F:17])[C:5]([C:18]#[N:19])=[CH:4][CH:3]=1.O.O.[Sn](Cl)Cl. Product: [NH2:14][C:12]1[CH:11]=[CH:10][C:9]([F:17])=[C:8]([C:6]2[C:5]([C:18]#[N:19])=[CH:4][CH:3]=[C:2]([F:1])[CH:7]=2)[CH:13]=1. The catalyst class is: 214. (3) Reactant: [F:1][C:2]1[CH:15]=[CH:14][CH:13]=[C:12]([F:16])[C:3]=1[C:4]([NH:6][C:7]1[CH:11]=[CH:10][NH:9][N:8]=1)=[O:5].C[Si]([N-][Si](C)(C)C)(C)C.[Li+].Br[CH2:28][C:29]1[CH:34]=[CH:33][C:32]([I:35])=[CH:31][C:30]=1[C:36]([F:39])([F:38])[F:37]. Product: [F:1][C:2]1[CH:15]=[CH:14][CH:13]=[C:12]([F:16])[C:3]=1[C:4]([NH:6][C:7]1[CH:11]=[CH:10][N:9]([CH2:28][C:29]2[CH:34]=[CH:33][C:32]([I:35])=[CH:31][C:30]=2[C:36]([F:38])([F:37])[F:39])[N:8]=1)=[O:5]. The catalyst class is: 1. (4) Reactant: [Br:1][C:2]1[CH:7]=[CH:6][C:5]([CH2:8][C:9](Cl)=[O:10])=[CH:4][CH:3]=1.[NH3:12]. Product: [Br:1][C:2]1[CH:7]=[CH:6][C:5]([CH2:8][C:9]([NH2:12])=[O:10])=[CH:4][CH:3]=1. The catalyst class is: 12. (5) Reactant: [OH:1][C@@H:2]([CH3:22])[C:3]([NH:5][C@@H:6]1[C:12](=[O:13])[NH:11][C:10]2[CH:14]=[CH:15][CH:16]=[CH:17][C:9]=2[C:8]2[CH:18]=[CH:19][CH:20]=[CH:21][C:7]1=2)=[O:4].N1C=CC=CC=1.Cl[C:30]([O:32][C:33]1[CH:38]=[CH:37][C:36]([N+:39]([O-:41])=[O:40])=[CH:35][CH:34]=1)=[O:31].C(OC(=O)C)C.C1CCCCC1. Product: [O:13]=[C:12]1[NH:11][C:10]2[CH:14]=[CH:15][CH:16]=[CH:17][C:9]=2[C:8]2[CH:18]=[CH:19][CH:20]=[CH:21][C:7]=2[C@@H:6]1[NH:5][C:3]([C@@H:2]([O:1][C:30](=[O:31])[O:32][C:33]1[CH:34]=[CH:35][C:36]([N+:39]([O-:41])=[O:40])=[CH:37][CH:38]=1)[CH3:22])=[O:4]. The catalyst class is: 4.